From a dataset of Forward reaction prediction with 1.9M reactions from USPTO patents (1976-2016). Predict the product of the given reaction. The product is: [F:23][C:20]1[CH:21]=[CH:22][C:17]([O:16][CH2:15][C@H:10]2[O:11][CH2:12][CH:13]([CH3:14])[NH:8][CH2:9]2)=[CH:18][CH:19]=1. Given the reactants C([N:8]1[CH:13]([CH3:14])[CH2:12][O:11][C@H:10]([CH2:15][O:16][C:17]2[CH:22]=[CH:21][C:20]([F:23])=[CH:19][CH:18]=2)[CH2:9]1)C1C=CC=CC=1, predict the reaction product.